This data is from Reaction yield outcomes from USPTO patents with 853,638 reactions. The task is: Predict the reaction yield, written as a fraction of the theoretical maximum amount of product (1.0 means a 100% yield; for example, 0.34 means a 34% yield). (1) The reactants are [NH2:1][C:2]1[N:7]=[C:6]([NH:8][CH2:9][CH2:10][C:11]([O:13]C(C)(C)C)=[O:12])[CH:5]=[C:4]([Cl:18])[N:3]=1. The catalyst is C(O)(C(F)(F)F)=O. The product is [NH2:1][C:2]1[N:7]=[C:6]([NH:8][CH2:9][CH2:10][C:11]([OH:13])=[O:12])[CH:5]=[C:4]([Cl:18])[N:3]=1. The yield is 0.610. (2) The reactants are [NH2:1][C:2]1[CH:3]=[CH:4][C:5]([NH:25]C(=O)C)=[C:6]2[C:10]=1[C:9](=[O:11])[C:8]([OH:23])([C:12]1[CH:17]=[CH:16][C:15]([CH:18]([CH3:20])[CH3:19])=[CH:14][C:13]=1[O:21][CH3:22])[C:7]2=[O:24]. The catalyst is Cl.CO.C(Cl)Cl. The product is [NH2:25][C:5]1[CH:4]=[CH:3][C:2]([NH2:1])=[C:10]2[C:6]=1[C:7](=[O:24])[C:8]([OH:23])([C:12]1[CH:17]=[CH:16][C:15]([CH:18]([CH3:20])[CH3:19])=[CH:14][C:13]=1[O:21][CH3:22])[C:9]2=[O:11]. The yield is 2.00. (3) The reactants are COC(=O)C(O)=CC(=O)N(CC1C=CC(Cl)=C(Cl)C=1)C.C=O.[NH2:23][C@H:24]([C:29]([OH:31])=[O:30])[CH2:25][C:26](=[O:28])[NH2:27].[Cl:32][C:33]1[CH:34]=[C:35]([CH:49]=[CH:50][C:51]=1[Cl:52])[CH2:36][N:37]([CH3:48])[C:38]([C:40]1[CH2:41]N(C)[C:43](=[O:46])[C:44]=1[OH:45])=[O:39]. No catalyst specified. The product is [Cl:32][C:33]1[CH:34]=[C:35]([CH:49]=[CH:50][C:51]=1[Cl:52])[CH2:36][N:37]([CH3:48])[C:38]([C:40]1[CH2:41][N:23]([CH:24]([CH2:25][C:26]([NH2:27])=[O:28])[C:29]([OH:31])=[O:30])[C:43](=[O:46])[C:44]=1[OH:45])=[O:39]. The yield is 0.0600.